From a dataset of Forward reaction prediction with 1.9M reactions from USPTO patents (1976-2016). Predict the product of the given reaction. Given the reactants C([O:3][C:4](=[O:41])[CH2:5][N:6]([S:28]([N:31]1[C:40]2[C:35](=[CH:36][CH:37]=[CH:38][CH:39]=2)[CH2:34][CH2:33][CH2:32]1)(=[O:30])=[O:29])[CH2:7][C:8]1[CH:13]=[CH:12][C:11]([O:14][CH2:15][C:16]2[N:17]=[C:18]([C:22]3[CH:27]=[CH:26][CH:25]=[CH:24][CH:23]=3)[O:19][C:20]=2[CH3:21])=[CH:10][CH:9]=1)C.O.[OH-].[Li+], predict the reaction product. The product is: [N:31]1([S:28]([N:6]([CH2:5][C:4]([OH:41])=[O:3])[CH2:7][C:8]2[CH:9]=[CH:10][C:11]([O:14][CH2:15][C:16]3[N:17]=[C:18]([C:22]4[CH:23]=[CH:24][CH:25]=[CH:26][CH:27]=4)[O:19][C:20]=3[CH3:21])=[CH:12][CH:13]=2)(=[O:29])=[O:30])[C:40]2[C:35](=[CH:36][CH:37]=[CH:38][CH:39]=2)[CH2:34][CH2:33][CH2:32]1.